Dataset: Forward reaction prediction with 1.9M reactions from USPTO patents (1976-2016). Task: Predict the product of the given reaction. (1) Given the reactants [CH2:1]([C:3]1[CH:8]=[C:7]([CH3:9])[CH:6]=[C:5]([CH2:10][CH3:11])[C:4]=1[C:12](=[O:18])[C:13]([N:15]([CH3:17])[NH2:16])=[O:14])[CH3:2].[CH3:19][S:20]([CH2:23][C:24](=O)[CH3:25])(=[O:22])=[O:21], predict the reaction product. The product is: [CH2:1]([C:3]1[CH:8]=[C:7]([CH3:9])[CH:6]=[C:5]([CH2:10][CH3:11])[C:4]=1[C:12](=[O:18])[C:13]([N:15]([CH3:17])[N:16]=[C:24]([CH3:25])[CH2:23][S:20]([CH3:19])(=[O:22])=[O:21])=[O:14])[CH3:2]. (2) Given the reactants [OH-].[Na+].[CH3:3][O:4][C:5]1[CH:6]=[C:7]([CH:12]=[CH:13][C:14]=1[C:15]#[C:16][C:17]1[CH:22]=[CH:21][C:20]([CH3:23])=[CH:19][CH:18]=1)[C:8]([O:10]C)=[O:9], predict the reaction product. The product is: [CH3:3][O:4][C:5]1[CH:6]=[C:7]([CH:12]=[CH:13][C:14]=1[C:15]#[C:16][C:17]1[CH:18]=[CH:19][C:20]([CH3:23])=[CH:21][CH:22]=1)[C:8]([OH:10])=[O:9]. (3) Given the reactants [F:1][C:2]1[CH:3]=[CH:4][C:5]2[N:9]=[C:8]([CH3:10])[N:7]([C:11]3[C:12]([CH3:32])=[C:13]([CH:29]=[CH:30][CH:31]=3)[CH2:14][NH:15][C:16]3[CH:28]=[CH:27][C:19]4[C@H:20]([CH2:23][C:24]([OH:26])=[O:25])[CH2:21][O:22][C:18]=4[CH:17]=3)[C:6]=2[CH:33]=1.[OH-].[Na+:35].C(#N)C, predict the reaction product. The product is: [F:1][C:2]1[CH:3]=[CH:4][C:5]2[N:9]=[C:8]([CH3:10])[N:7]([C:11]3[C:12]([CH3:32])=[C:13]([CH:29]=[CH:30][CH:31]=3)[CH2:14][NH:15][C:16]3[CH:28]=[CH:27][C:19]4[C@H:20]([CH2:23][C:24]([O-:26])=[O:25])[CH2:21][O:22][C:18]=4[CH:17]=3)[C:6]=2[CH:33]=1.[Na+:35]. (4) Given the reactants Cl[CH2:2][C:3]([NH:5][C:6]1[CH:7]=[C:8]([CH:24]=[CH:25][C:26]=1[O:27][CH3:28])[C:9]([NH:11][C:12]1[CH:13]=[N:14][C:15]([C:18]2[CH:23]=[CH:22][CH:21]=[CH:20][CH:19]=2)=[CH:16][CH:17]=1)=[O:10])=[O:4].[NH:29]1[CH2:34][CH2:33][O:32][CH2:31][CH2:30]1.C(N(CC)CC)C.[I-].[K+], predict the reaction product. The product is: [CH3:28][O:27][C:26]1[CH:25]=[CH:24][C:8]([C:9]([NH:11][C:12]2[CH:13]=[N:14][C:15]([C:18]3[CH:23]=[CH:22][CH:21]=[CH:20][CH:19]=3)=[CH:16][CH:17]=2)=[O:10])=[CH:7][C:6]=1[NH:5][C:3](=[O:4])[CH2:2][N:29]1[CH2:34][CH2:33][O:32][CH2:31][CH2:30]1. (5) Given the reactants [Cl:1][C:2]1[CH:3]=[CH:4][C:5]([C:18]#[N:19])=[C:6]([C:8]2[CH:13]=[C:12]([O:14]C)[N:11]=[CH:10][C:9]=2[C:16]#[N:17])[CH:7]=1.Cl.[NH+]1C=CC=CC=1, predict the reaction product. The product is: [Cl:1][C:2]1[CH:3]=[CH:4][C:5]([C:18]#[N:19])=[C:6]([C:8]2[C:9]([C:16]#[N:17])=[CH:10][NH:11][C:12](=[O:14])[CH:13]=2)[CH:7]=1. (6) The product is: [Br:1][C:2]1[CH:7]=[CH:6][C:5]([C:8]2([C:15]3[CH:20]=[CH:19][CH:18]=[C:17]([O:21][CH3:22])[CH:16]=3)[CH2:9][NH:10][C:11](=[O:14])[CH2:12][O:23]2)=[CH:4][CH:3]=1. Given the reactants [Br:1][C:2]1[CH:7]=[CH:6][C:5]([C:8]([OH:23])([C:15]2[CH:20]=[CH:19][CH:18]=[C:17]([O:21][CH3:22])[CH:16]=2)[CH2:9][NH:10][C:11](=[O:14])[CH2:12]Cl)=[CH:4][CH:3]=1.CC([O-])(C)C.[K+].O, predict the reaction product. (7) Given the reactants ClCCl.Br[C:5]1[C:13]2[C:8](=[N:9][CH:10]=[C:11]([C:14]3[CH:19]=[CH:18][CH:17]=[CH:16][CH:15]=3)[CH:12]=2)[N:7]([S:20]([C:23]2[CH:28]=[CH:27][C:26]([CH3:29])=[CH:25][CH:24]=2)(=[O:22])=[O:21])[CH:6]=1.[C:30]([C:33]1[CH:38]=[CH:37][C:36](B(O)O)=[CH:35][CH:34]=1)([OH:32])=[O:31].C(=O)([O-])[O-].[K+].[K+].Cl, predict the reaction product. The product is: [C:14]1([C:11]2[CH:12]=[C:13]3[C:5]([C:36]4[CH:37]=[CH:38][C:33]([C:30]([OH:32])=[O:31])=[CH:34][CH:35]=4)=[CH:6][N:7]([S:20]([C:23]4[CH:24]=[CH:25][C:26]([CH3:29])=[CH:27][CH:28]=4)(=[O:21])=[O:22])[C:8]3=[N:9][CH:10]=2)[CH:19]=[CH:18][CH:17]=[CH:16][CH:15]=1. (8) Given the reactants [CH3:1][N:2]1[C:6]([CH:7]=[C:8]([C:12]2[CH:17]=[CH:16][C:15]([F:18])=[CH:14][CH:13]=2)[C:9](O)=[O:10])=[CH:5][C:4]([CH3:19])=[N:3]1.C(N(CC)CC)C.ClC(OCC)=O.[N-:33]=[N+:34]=[N-:35].[Na+], predict the reaction product. The product is: [CH3:1][N:2]1[C:6]([CH:7]=[C:8]([C:12]2[CH:17]=[CH:16][C:15]([F:18])=[CH:14][CH:13]=2)[C:9]([N:33]=[N+:34]=[N-:35])=[O:10])=[CH:5][C:4]([CH3:19])=[N:3]1.